Task: Predict the product of the given reaction.. Dataset: Forward reaction prediction with 1.9M reactions from USPTO patents (1976-2016) Given the reactants [OH:1][N:2]1[C:10](=[O:11])[C:9]2[C:4](=[CH:5][CH:6]=[CH:7][CH:8]=2)[C:3]1=[O:12].C([O-])([O-])=O.[Cs+].[Cs+].Br[CH2:20][C:21]1[CH:26]=[CH:25][C:24](OC)=[CH:23][CH:22]=1, predict the reaction product. The product is: [CH2:20]([O:1][N:2]1[C:10](=[O:11])[C:9]2[C:4](=[CH:5][CH:6]=[CH:7][CH:8]=2)[C:3]1=[O:12])[C:21]1[CH:26]=[CH:25][CH:24]=[CH:23][CH:22]=1.